This data is from Full USPTO retrosynthesis dataset with 1.9M reactions from patents (1976-2016). The task is: Predict the reactants needed to synthesize the given product. Given the product [CH3:18][S:19]([O:1][C:2]1[CH:3]=[C:4]2[C:8](=[CH:9][CH:10]=1)[NH:7][CH:6]=[CH:5]2)(=[O:21])=[O:20], predict the reactants needed to synthesize it. The reactants are: [OH:1][C:2]1[CH:3]=[C:4]2[C:8](=[CH:9][CH:10]=1)[NH:7][CH:6]=[CH:5]2.CCN(CC)CC.[CH3:18][S:19](Cl)(=[O:21])=[O:20].